Dataset: Catalyst prediction with 721,799 reactions and 888 catalyst types from USPTO. Task: Predict which catalyst facilitates the given reaction. Reactant: [C:1]1([C:7]2[CH:12]=[C:11]([CH:13]3[CH2:18][NH:17][S:16](=[O:20])(=[O:19])[NH:15][CH2:14]3)[CH:10]=[CH:9][C:8]=2[NH:21][C:22]([C:24]2[N:25](COCC[Si](C)(C)C)[CH:26]=[C:27]([C:29]#[N:30])[N:28]=2)=[O:23])[CH2:6][CH2:5][CH2:4][CH2:3][CH:2]=1.C(N)CN.[F-].C([N+](CCCC)(CCCC)CCCC)CCC. Product: [C:1]1([C:7]2[CH:12]=[C:11]([CH:13]3[CH2:18][NH:17][S:16](=[O:19])(=[O:20])[NH:15][CH2:14]3)[CH:10]=[CH:9][C:8]=2[NH:21][C:22]([C:24]2[NH:25][CH:26]=[C:27]([C:29]#[N:30])[N:28]=2)=[O:23])[CH2:6][CH2:5][CH2:4][CH2:3][CH:2]=1. The catalyst class is: 3.